Dataset: Catalyst prediction with 721,799 reactions and 888 catalyst types from USPTO. Task: Predict which catalyst facilitates the given reaction. (1) Reactant: [Br:1][C:2]1[C:3](S(C)(=O)=O)=[N:4][C:5]([NH:8][C:9]2[CH:14]=[C:13]([F:15])[CH:12]=[C:11]([F:16])[CH:10]=2)=[N:6][CH:7]=1.C(N(CC)C(C)C)(C)C.[NH:30]1[CH2:35][CH2:34][O:33][CH2:32][CH2:31]1.O. Product: [Br:1][C:2]1[C:3]([N:30]2[CH2:35][CH2:34][O:33][CH2:32][CH2:31]2)=[N:4][C:5]([NH:8][C:9]2[CH:14]=[C:13]([F:15])[CH:12]=[C:11]([F:16])[CH:10]=2)=[N:6][CH:7]=1. The catalyst class is: 37. (2) Reactant: [C:1]([NH:4][C@:5]1([C@@H:62]([CH2:64][CH3:65])[CH3:63])[CH2:9][CH2:8][N:7]([C@@H:10]([CH2:53][CH2:54][C:55]2[CH:60]=[CH:59][CH:58]=[CH:57][CH:56]=2)[C:11]([NH:13][C@@H:14]([CH2:44][C:45]2[CH:50]=[C:49]([F:51])[CH:48]=[C:47]([F:52])[CH:46]=2)[C@@H:15]([C@H:17]2[CH2:26][C:25]3[C:20](=[C:21]([O:27][CH2:28][CH:29]=[CH2:30])[CH:22]=[CH:23][CH:24]=3)[CH2:19][N:18]2[CH:31]([C:38]2[CH:43]=[CH:42][CH:41]=[CH:40][CH:39]=2)[C:32]2[CH:37]=[CH:36][CH:35]=[CH:34][CH:33]=2)[OH:16])=[O:12])[C:6]1=[O:61])(=[O:3])[CH3:2].C(O)(=O)C. Product: [C:1]([NH:4][C@:5]1([C@@H:62]([CH2:64][CH3:65])[CH3:63])[CH2:9][CH2:8][N:7]([C@@H:10]([CH2:53][CH2:54][C:55]2[CH:60]=[CH:59][CH:58]=[CH:57][CH:56]=2)[C:11]([NH:13][C@@H:14]([CH2:44][C:45]2[CH:50]=[C:49]([F:51])[CH:48]=[C:47]([F:52])[CH:46]=2)[C@H:15]([OH:16])[C@H:17]2[CH2:26][C:25]3[C:20](=[C:21]([O:27][CH2:28][CH2:29][CH3:30])[CH:22]=[CH:23][CH:24]=3)[CH2:19][NH:18]2)=[O:12])[C:6]1=[O:61])(=[O:3])[CH3:2].[CH2:28]([O:27][C:21]1[CH:22]=[CH:23][CH:24]=[C:25]2[C:20]=1[CH2:19][N:18]([CH:31]([C:32]1[CH:37]=[CH:36][CH:35]=[CH:34][CH:33]=1)[C:38]1[CH:39]=[CH:40][CH:41]=[CH:42][CH:43]=1)[C@@H:17]([C@@H:15]([OH:16])[C@@H:14]([NH2:13])[CH2:44][C:45]1[CH:50]=[C:49]([F:51])[CH:48]=[C:47]([F:52])[CH:46]=1)[CH2:26]2)[CH:29]=[CH2:30]. The catalyst class is: 19.